The task is: Predict the reactants needed to synthesize the given product.. This data is from Full USPTO retrosynthesis dataset with 1.9M reactions from patents (1976-2016). (1) Given the product [C:1]([O:5][C:6]([NH:8][C:9]1[CH:14]=[CH:13][CH:12]=[CH:11][C:10]=1[NH:15][C:16]([C:17]1[CH:22]=[CH:21][C:20]([C:39]2[CH2:44][CH2:43][N:42]([C:45]([O:47][CH2:48][C:49]3[CH:50]=[CH:51][CH:52]=[CH:53][CH:54]=3)=[O:46])[CH2:41][CH:40]=2)=[CH:19][CH:18]=1)=[O:32])=[O:7])([CH3:3])([CH3:4])[CH3:2], predict the reactants needed to synthesize it. The reactants are: [C:1]([O:5][C:6]([NH:8][C:9]1[CH:14]=[CH:13][CH:12]=[CH:11][C:10]=1[NH:15][C:16](=[O:32])[C:17]1[CH:22]=[CH:21][C:20](B2OC(C)(C)C(C)(C)O2)=[CH:19][CH:18]=1)=[O:7])([CH3:4])([CH3:3])[CH3:2].FC(F)(F)S(O[C:39]1[CH2:40][CH2:41][N:42]([C:45]([O:47][CH2:48][C:49]2[CH:54]=[CH:53][CH:52]=[CH:51][CH:50]=2)=[O:46])[CH2:43][CH:44]=1)(=O)=O. (2) The reactants are: [NH:1]1C2C(=CC=CC=2)[C:4](=[O:5])[C:2]1=O.[F:12][C:13]1[CH:19]=[CH:18][CH:17]=[CH:16][C:14]=1[NH2:15].ClC(Cl)(Cl)C(O)[OH:23].Cl.NO.S([O-])([O-])(=O)=O.[Na+].[Na+]. Given the product [F:12][C:13]1[CH:19]=[CH:18][CH:17]=[CH:16][C:14]=1[NH:15][C:4](=[O:5])[CH:2]=[N:1][OH:23], predict the reactants needed to synthesize it. (3) Given the product [F:36][C:37]1[C:45]2[C:40](=[CH:41][C:42]([C:47]3[CH:55]=[CH:54][CH:53]=[C:52]4[C:48]=3[CH:49]=[CH:50][NH:51]4)=[CH:43][C:44]=2[NH:46][C:9](=[O:11])[CH2:8][N:2]2[CH2:3][CH2:4][O:5][CH2:6][CH2:7]2)[NH:39][N:38]=1, predict the reactants needed to synthesize it. The reactants are: Cl.[N:2]1([CH2:8][C:9]([OH:11])=O)[CH2:7][CH2:6][O:5][CH2:4][CH2:3]1.CN(C(ON1N=NC2C=CC=NC1=2)=[N+](C)C)C.F[P-](F)(F)(F)(F)F.[F:36][C:37]1[C:45]2[C:44]([NH2:46])=[CH:43][C:42]([C:47]3[CH:55]=[CH:54][CH:53]=[C:52]4[C:48]=3[CH:49]=[CH:50][NH:51]4)=[CH:41][C:40]=2[NH:39][N:38]=1.CCN(C(C)C)C(C)C. (4) The reactants are: Br[C:2]1[CH:3]=[C:4]2[C:8](=[CH:9][CH:10]=1)[NH:7][N:6]=[C:5]2/[CH:11]=[CH:12]/[C:13]1[CH:14]=[N:15][CH:16]=[CH:17][C:18]=1[NH:19][C:20]([O:22][C:23]([CH3:26])([CH3:25])[CH3:24])=[O:21].[H-].[Na+].C([Li])CCC.CN(C)[CH:36]=[O:37]. Given the product [C:23]([O:22][C:20]([NH:19][C:18]1[CH:17]=[CH:16][N:15]=[CH:14][C:13]=1/[CH:12]=[CH:11]/[C:5]1[C:4]2[C:8](=[CH:9][CH:10]=[C:2]([CH:36]=[O:37])[CH:3]=2)[NH:7][N:6]=1)=[O:21])([CH3:26])([CH3:25])[CH3:24], predict the reactants needed to synthesize it. (5) Given the product [CH2:7]([B:20]([OH:21])[OH:19])/[CH:8]=[CH:9]/[CH3:10].[C:47]([C@@H:45]([C@H:43]([C:37]([O:39][CH:40]([CH3:42])[CH3:41])=[O:38])[OH:44])[OH:46])([O:49][CH:50]([CH3:51])[CH3:52])=[O:48], predict the reactants needed to synthesize it. The reactants are: CC([O-])(C)C.[K+].[CH3:7]/[CH:8]=[CH:9]/[CH3:10].[Li]CCCC.C([O:19][B:20](OC(C)C)[O:21]C(C)C)(C)C.C([K])/C=C/C.Cl.[Na+].[Cl-].[C:37]([C@@H:43]([C@H:45]([C:47]([O:49][CH:50]([CH3:52])[CH3:51])=[O:48])[OH:46])[OH:44])([O:39][CH:40]([CH3:42])[CH3:41])=[O:38]. (6) Given the product [CH3:8][CH:6]1[O:7][CH:2]([CH3:1])[CH2:3][N:4]([C:9]2[C:16]([F:17])=[C:15]([F:18])[C:14]([C:39]3[CH:44]=[N:43][CH:42]=[CH:41][N:40]=3)=[CH:13][C:10]=2[CH:11]=[O:12])[CH2:5]1, predict the reactants needed to synthesize it. The reactants are: [CH3:1][CH:2]1[O:7][CH:6]([CH3:8])[CH2:5][N:4]([C:9]2[C:16]([F:17])=[C:15]([F:18])[C:14](B3OC(C)(C)C(C)(C)O3)=[CH:13][C:10]=2[CH:11]=[O:12])[CH2:3]1.C(=O)([O-])[O-].[Na+].[Na+].C(#N)C.O.I[C:39]1[CH:44]=[N:43][CH:42]=[CH:41][N:40]=1.